This data is from Catalyst prediction with 721,799 reactions and 888 catalyst types from USPTO. The task is: Predict which catalyst facilitates the given reaction. (1) Reactant: [OH:1][NH:2][C:3]([NH:5][N+:6]([O-:8])=[O:7])=[O:4].[NH3:9]. Product: [OH:1][NH:2][C:3]([NH:5][N+:6]([O-:8])=[O:7])=[O:4].[NH4+:9]. The catalyst class is: 5. (2) Reactant: C([NH:4][CH:5]([C:13]1[NH:14][C:15]2[CH:21]=[C:20]([Cl:22])[CH:19]=[CH:18][C:16]=2[N:17]=1)[CH2:6][C:7]1[CH:12]=[CH:11][CH:10]=[CH:9][CH:8]=1)(=O)C.ClCCl.C(O)C. Product: [Cl:22][C:20]1[CH:19]=[CH:18][C:16]2[N:17]=[C:13]([CH:5]([NH2:4])[CH2:6][C:7]3[CH:12]=[CH:11][CH:10]=[CH:9][CH:8]=3)[NH:14][C:15]=2[CH:21]=1. The catalyst class is: 209. (3) Reactant: [Cl:1][C:2]1[CH:3]=[C:4]2[C:9](=[CH:10][CH:11]=1)[C:8]([C:13]1[CH:18]=[CH:17][C:16]([Cl:19])=[CH:15][CH:14]=1)([CH3:12])[C:7](=[O:20])[C:6]([C:21](OCC)=[O:22])=[C:5]2[OH:26].Cl.[C:28]([O:32][C:33](=[O:36])[CH2:34][NH2:35])([CH3:31])([CH3:30])[CH3:29].CCN(C(C)C)C(C)C. Product: [Cl:19][C:16]1[CH:15]=[C:14]2[C:13](=[CH:18][CH:17]=1)[C:8]([C:9]1[CH:10]=[CH:11][C:2]([Cl:1])=[CH:3][CH:4]=1)([CH3:12])[C:7](=[O:20])[C:6]([C:5]([NH:35][CH2:34][C:33]([O:32][C:28]([CH3:31])([CH3:30])[CH3:29])=[O:36])=[O:26])=[C:21]2[OH:22]. The catalyst class is: 38. (4) Reactant: [CH3:1][N:2]([CH2:4][C:5]1[CH:6]=[C:7]([CH:22]=[C:23]([F:25])[CH:24]=1)[O:8][CH:9]1[CH2:14][CH2:13][N:12](C(OC(C)(C)C)=O)[CH2:11][CH2:10]1)[CH3:3].[ClH:26].O1CCOCC1. Product: [ClH:26].[ClH:26].[F:25][C:23]1[CH:24]=[C:5]([CH2:4][N:2]([CH3:3])[CH3:1])[CH:6]=[C:7]([O:8][CH:9]2[CH2:14][CH2:13][NH:12][CH2:11][CH2:10]2)[CH:22]=1. The catalyst class is: 2. (5) Reactant: [CH3:1][O:2][CH:3]1[CH2:8][CH2:7][NH:6][CH2:5][CH2:4]1.[OH-].[Na+].Br[CH2:12][CH2:13][CH2:14][Cl:15]. Product: [Cl:15][CH2:14][CH2:13][CH2:12][N:6]1[CH2:7][CH2:8][CH:3]([O:2][CH3:1])[CH2:4][CH2:5]1. The catalyst class is: 21. (6) Reactant: [CH:1]([C:3]1[CH:12]=[CH:11][CH:10]=[CH:9][C:4]=1[C:5]([O:7][CH3:8])=[O:6])=[O:2].S([CH2:23][N+:24]#[C-:25])(C1C=CC(C)=CC=1)(=O)=O.C(=O)([O-])[O-].[K+].[K+]. Product: [O:2]1[C:1]([C:3]2[CH:12]=[CH:11][CH:10]=[CH:9][C:4]=2[C:5]([O:7][CH3:8])=[O:6])=[CH:25][N:24]=[CH:23]1. The catalyst class is: 5.